From a dataset of Catalyst prediction with 721,799 reactions and 888 catalyst types from USPTO. Predict which catalyst facilitates the given reaction. (1) Reactant: [OH:1][CH2:2][C:3]1[C:7]([O:8][CH3:9])=[CH:6][S:5][CH:4]=1.O[N:11]1[C:15](=[O:16])[CH2:14][CH2:13][C:12]1=[O:17].C1(P(C2C=CC=CC=2)C2C=CC=CC=2)C=CC=CC=1.CCOC(/N=N/C(OCC)=O)=O. Product: [CH3:9][O:8][C:7]1[C:3]([CH2:2][O:1][CH:13]2[CH2:14][C:15](=[O:16])[NH:11][C:12]2=[O:17])=[CH:4][S:5][CH:6]=1. The catalyst class is: 182. (2) Reactant: [CH3:1][C:2]1[CH:6]=[C:5]([CH:7]2[O:12][CH2:11][CH2:10][NH:9][CH2:8]2)[O:4][N:3]=1.Cl[C:14]1[C:15]2[C:22]([C:23]3[CH:24]=[C:25]([CH:28]=[CH:29][CH:30]=3)[C:26]#[N:27])=[CH:21][NH:20][C:16]=2[N:17]=[CH:18][N:19]=1. Product: [CH3:1][C:2]1[CH:6]=[C:5]([CH:7]2[O:12][CH2:11][CH2:10][N:9]([C:14]3[C:15]4[C:22]([C:23]5[CH:24]=[C:25]([CH:28]=[CH:29][CH:30]=5)[C:26]#[N:27])=[CH:21][NH:20][C:16]=4[N:17]=[CH:18][N:19]=3)[CH2:8]2)[O:4][N:3]=1. The catalyst class is: 51. (3) The catalyst class is: 9. Product: [C:1]([O:5][C:6](=[O:19])[N:7]([CH2:24][CH:23]=[CH2:22])[C@@H:8]1[CH2:17][CH2:16][C:15]2[C:10](=[CH:11][CH:12]=[C:13]([Br:18])[CH:14]=2)[CH2:9]1)([CH3:4])([CH3:2])[CH3:3]. Reactant: [C:1]([O:5][C:6](=[O:19])[NH:7][C@@H:8]1[CH2:17][CH2:16][C:15]2[C:10](=[CH:11][CH:12]=[C:13]([Br:18])[CH:14]=2)[CH2:9]1)([CH3:4])([CH3:3])[CH3:2].[H-].[Na+].[CH2:22](Br)[CH:23]=[CH2:24].O. (4) Reactant: [O:1]=[C:2]1[C:14]2[C:13]([C:15]([NH:17][C:18]3[CH:23]=[CH:22][CH:21]=[CH:20][C:19]=3[CH3:24])=[O:16])=[CH:12][CH:11]=[CH:10][C:9]=2[C:8]2[C:3]1=[CH:4][CH:5]=[CH:6][CH:7]=2.[Br:25]N1C(=O)CCC1=O.CC(N=NC(C#N)(C)C)(C#N)C.BrBr. Product: [Br:25][CH2:24][C:19]1[CH:20]=[CH:21][CH:22]=[CH:23][C:18]=1[NH:17][C:15]([C:13]1[C:14]2[C:2](=[O:1])[C:3]3[C:8](=[CH:7][CH:6]=[CH:5][CH:4]=3)[C:9]=2[CH:10]=[CH:11][CH:12]=1)=[O:16]. The catalyst class is: 53. (5) Reactant: [CH:1]([O:4][C:5](=[O:16])[C:6]1[CH:11]=[C:10]([C:12]#[CH:13])[CH:9]=[C:8]([C:14]#[CH:15])[CH:7]=1)([CH3:3])[CH3:2].[C:17]([O:20][CH2:21][O:22][C:23](=[O:33])[CH2:24][C:25]1[CH:30]=[CH:29][C:28](I)=[CH:27][C:26]=1[F:32])(=[O:19])[CH3:18].C(N(CC)CC)C.C(OCC)(=O)C. Product: [CH:1]([O:4][C:5](=[O:16])[C:6]1[CH:11]=[C:10]([C:12]#[CH:13])[CH:9]=[C:8]([C:14]#[C:15][C:28]2[CH:29]=[CH:30][C:25]([CH2:24][C:23]([O:22][CH2:21][O:20][C:17](=[O:19])[CH3:18])=[O:33])=[C:26]([F:32])[CH:27]=2)[CH:7]=1)([CH3:3])[CH3:2]. The catalyst class is: 730. (6) Reactant: [OH-].[Na+].[F:3][C:4]([F:10])([F:9])[CH2:5][CH2:6][CH:7]=[O:8].[N+:11]([CH3:14])([O-:13])=[O:12]. Product: [F:3][C:4]([F:10])([F:9])[CH2:5][CH2:6][CH:7]([OH:8])[CH2:14][N+:11]([O-:13])=[O:12]. The catalyst class is: 5. (7) Reactant: [CH:1]([C:3]1[C:11]2[C:6](=[CH:7][CH:8]=[C:9]([NH:12][C:13]([CH:15]3[CH2:19][CH2:18][CH2:17][CH2:16]3)=[O:14])[CH:10]=2)[N:5]([CH2:20][CH2:21][CH2:22][C:23](=[O:32])[NH:24][S:25]([C:28]([F:31])([F:30])[F:29])(=[O:27])=[O:26])[C:4]=1[CH2:33][O:34][C:35]1[CH:44]=[CH:43][C:42]2[C:37](=[CH:38][CH:39]=[CH:40][CH:41]=2)[CH:36]=1)=[O:2].C([OH:49])(C)(C)C.CC(=CC)C. Product: [CH:15]1([C:13]([NH:12][C:9]2[CH:10]=[C:11]3[C:6](=[CH:7][CH:8]=2)[N:5]([CH2:20][CH2:21][CH2:22][C:23](=[O:32])[NH:24][S:25]([C:28]([F:29])([F:30])[F:31])(=[O:27])=[O:26])[C:4]([CH2:33][O:34][C:35]2[CH:44]=[CH:43][C:42]4[C:37](=[CH:38][CH:39]=[CH:40][CH:41]=4)[CH:36]=2)=[C:3]3[C:1]([OH:49])=[O:2])=[O:14])[CH2:16][CH2:17][CH2:18][CH2:19]1. The catalyst class is: 6. (8) Reactant: [CH3:1][O:2][C:3]1[N:4]=[C:5]2[C:10](=[CH:11][CH:12]=1)[N:9]=[CH:8][CH:7]=[C:6]2O.P(Br)(Br)[Br:15].O.C([O-])([O-])=O.[Na+].[Na+]. Product: [Br:15][C:6]1[CH:7]=[CH:8][N:9]=[C:10]2[C:5]=1[N:4]=[C:3]([O:2][CH3:1])[CH:12]=[CH:11]2. The catalyst class is: 3. (9) Product: [C:45]1([C:41]2[CH:42]=[CH:43][CH:44]=[C:35]([C:29]3[CH:30]=[CH:31][CH:32]=[CH:33][CH:34]=3)[C:36]=2[O:37][P:38]2[O:20][C:12]3[C:13]([O:18][CH3:19])=[CH:14][C:15]([CH3:17])=[CH:16][C:11]=3[C:8]3[CH:9]=[CH:10][C:5]([C:1]([CH3:4])([CH3:2])[CH3:3])=[CH:6][C:7]=3[O:21]2)[CH:46]=[CH:47][CH:48]=[CH:49][CH:50]=1. Reactant: [C:1]([C:5]1[CH:6]=[C:7]([OH:21])[C:8]([C:11]2[C:12]([OH:20])=[C:13]([O:18][CH3:19])[CH:14]=[C:15]([CH3:17])[CH:16]=2)=[CH:9][CH:10]=1)([CH3:4])([CH3:3])[CH3:2].C(N(CC)CC)C.[C:29]1([C:35]2[CH:44]=[CH:43][CH:42]=[C:41]([C:45]3[CH:50]=[CH:49][CH:48]=[CH:47][CH:46]=3)[C:36]=2[O:37][P:38](Cl)Cl)[CH:34]=[CH:33][CH:32]=[CH:31][CH:30]=1. The catalyst class is: 11. (10) Reactant: [CH2:1]([O:3][C:4](=[O:18])[C:5]([C:12]1[CH:17]=[CH:16][CH:15]=[CH:14][N:13]=1)=[CH:6][C:7]1[S:8][CH:9]=[CH:10][CH:11]=1)[CH3:2]. Product: [CH2:1]([O:3][C:4](=[O:18])[CH:5]([C:12]1[CH:17]=[CH:16][CH:15]=[CH:14][N:13]=1)[CH2:6][C:7]1[S:8][CH:9]=[CH:10][CH:11]=1)[CH3:2]. The catalyst class is: 50.